This data is from Merck oncology drug combination screen with 23,052 pairs across 39 cell lines. The task is: Regression. Given two drug SMILES strings and cell line genomic features, predict the synergy score measuring deviation from expected non-interaction effect. (1) Drug 1: Nc1ccn(C2OC(CO)C(O)C2(F)F)c(=O)n1. Drug 2: C#Cc1cccc(Nc2ncnc3cc(OCCOC)c(OCCOC)cc23)c1. Cell line: SKMES1. Synergy scores: synergy=-20.8. (2) Drug 1: CN(C)C(=N)N=C(N)N. Synergy scores: synergy=8.39. Cell line: SKOV3. Drug 2: NC1(c2ccc(-c3nc4ccn5c(=O)[nH]nc5c4cc3-c3ccccc3)cc2)CCC1. (3) Drug 1: COC12C(COC(N)=O)C3=C(C(=O)C(C)=C(N)C3=O)N1CC1NC12. Drug 2: CCN(CC)CCNC(=O)c1c(C)[nH]c(C=C2C(=O)Nc3ccc(F)cc32)c1C. Cell line: OV90. Synergy scores: synergy=-0.869.